Dataset: Full USPTO retrosynthesis dataset with 1.9M reactions from patents (1976-2016). Task: Predict the reactants needed to synthesize the given product. (1) Given the product [CH:18]1([CH2:17][NH:16][C:14]([C:11]2[CH:12]=[CH:13][C:8]([C:6]3[C:5]([CH3:21])=[CH:4][CH:3]=[C:2]([NH:1][C:28]([C:27]4[CH:26]=[C:25]([C:31]5[CH:32]=[CH:33][CH:34]=[CH:35][CH:36]=5)[O:24][C:23]=4[CH3:22])=[O:29])[CH:7]=3)=[CH:9][CH:10]=2)=[O:15])[CH2:20][CH2:19]1, predict the reactants needed to synthesize it. The reactants are: [NH2:1][C:2]1[CH:3]=[CH:4][C:5]([CH3:21])=[C:6]([C:8]2[CH:13]=[CH:12][C:11]([C:14]([NH:16][CH2:17][CH:18]3[CH2:20][CH2:19]3)=[O:15])=[CH:10][CH:9]=2)[CH:7]=1.[CH3:22][C:23]1[O:24][C:25]([C:31]2[CH:36]=[CH:35][CH:34]=[CH:33][CH:32]=2)=[CH:26][C:27]=1[C:28](O)=[O:29]. (2) Given the product [CH2:39]([O:46][C:47](=[O:48])[N:28]([CH2:13][CH:11]([OH:12])[CH:10]([NH:14][C:15]([O:16][C:17]([CH3:20])([CH3:19])[CH3:18])=[O:21])[CH2:9][C:4]1[CH:3]=[C:2]([F:1])[CH:7]=[C:6]([F:8])[CH:5]=1)[CH2:27][C:26]1[CH:29]=[CH:30][CH:31]=[C:24]([O:23][CH3:22])[CH:25]=1)[C:40]1[CH:45]=[CH:44][CH:43]=[CH:42][CH:41]=1, predict the reactants needed to synthesize it. The reactants are: [F:1][C:2]1[CH:3]=[C:4]([CH2:9][C@H:10]([NH:14][C:15](=[O:21])[O:16][C:17]([CH3:20])([CH3:19])[CH3:18])[C@H:11]2[CH2:13][O:12]2)[CH:5]=[C:6]([F:8])[CH:7]=1.[CH3:22][O:23][C:24]1[CH:25]=[C:26]([CH:29]=[CH:30][CH:31]=1)[CH2:27][NH2:28].CCN(CC)CC.[CH2:39]([O:46][C:47](Cl)=[O:48])[C:40]1[CH:45]=[CH:44][CH:43]=[CH:42][CH:41]=1. (3) Given the product [Cl:25][C:26]1[CH:27]=[C:28]([N:32]2[C:5]([C:7]3[C:12](=[O:13])[CH:11]=[CH:10][N:9]([C:14]4[CH:19]=[CH:18][CH:17]=[C:16]([C:20]([F:23])([F:22])[F:21])[CH:15]=4)[N:8]=3)=[CH:4][CH:3]=[N:2]2)[CH:29]=[CH:30][CH:31]=1, predict the reactants needed to synthesize it. The reactants are: C[N:2](C)/[CH:3]=[CH:4]/[C:5]([C:7]1[C:12](=[O:13])[CH:11]=[CH:10][N:9]([C:14]2[CH:19]=[CH:18][CH:17]=[C:16]([C:20]([F:23])([F:22])[F:21])[CH:15]=2)[N:8]=1)=O.[Cl:25][C:26]1[CH:27]=[C:28]([NH:32]N)[CH:29]=[CH:30][CH:31]=1.Cl. (4) Given the product [Cl:1][C:2]1[C:7]([F:8])=[CH:6][C:5]([C:9]2[C:14]([C:15]([NH:22][CH3:21])=[O:16])=[C:13]([CH3:18])[N:12]=[CH:11][CH:10]=2)=[C:4]([F:19])[CH:3]=1, predict the reactants needed to synthesize it. The reactants are: [Cl:1][C:2]1[C:7]([F:8])=[CH:6][C:5]([C:9]2[C:14]([C:15](O)=[O:16])=[C:13]([CH3:18])[N:12]=[CH:11][CH:10]=2)=[C:4]([F:19])[CH:3]=1.C[CH2:21][N:22](C(C)C)C(C)C.C1C=CC2N(O)N=NC=2C=1.C(Cl)CCl.Cl.CN. (5) Given the product [Cl:21][C:12]1[CH:11]=[C:10]([C:4]([C:3]([F:8])([F:7])[F:2])=[CH2:5])[CH:15]=[C:14]([Cl:16])[C:13]=1[O:17][CH:18]([F:20])[F:19], predict the reactants needed to synthesize it. The reactants are: [Br-].[F:2][C:3]([F:8])([F:7])[C:4]([Zn+])=[CH2:5].Br[C:10]1[CH:15]=[C:14]([Cl:16])[C:13]([O:17][CH:18]([F:20])[F:19])=[C:12]([Cl:21])[CH:11]=1. (6) Given the product [CH3:14][C:7]1[NH:8][C:9]([CH:12]=[C:25]2[C:24]3[C:28](=[CH:29][C:21]([C:15]4[CH:20]=[CH:19][CH:18]=[CH:17][CH:16]=4)=[CH:22][CH:23]=3)[NH:27][C:26]2=[O:30])=[C:10]([CH3:11])[C:6]=1[CH2:5][CH2:4][C:1]([OH:3])=[O:2], predict the reactants needed to synthesize it. The reactants are: [C:1]([CH2:4][CH2:5][C:6]1[C:10]([CH3:11])=[C:9]([CH:12]=O)[NH:8][C:7]=1[CH3:14])([OH:3])=[O:2].[C:15]1([C:21]2[CH:29]=[C:28]3[C:24]([CH2:25][C:26](=[O:30])[NH:27]3)=[CH:23][CH:22]=2)[CH:20]=[CH:19][CH:18]=[CH:17][CH:16]=1.